From a dataset of Catalyst prediction with 721,799 reactions and 888 catalyst types from USPTO. Predict which catalyst facilitates the given reaction. Reactant: [NH2:1][CH2:2][CH2:3][CH2:4][C:5]([CH3:43])([CH3:42])[CH2:6][N:7]([S:31]([C:34]1[CH:39]=[CH:38][CH:37]=[C:36]([NH:40][CH3:41])[CH:35]=1)(=[O:33])=[O:32])[CH2:8][C@@H:9]([OH:30])[C@@H:10]([NH:18][C:19](=[O:29])[O:20][C@@H:21]1[C@H:28]2[C@H:24]([O:25][CH2:26][CH2:27]2)[O:23][CH2:22]1)[CH2:11][C:12]1[CH:17]=[CH:16][CH:15]=[CH:14][CH:13]=1.C(N(CC)C(C)C)(C)C.[CH3:53][N:54]([CH3:58])[C:55](Cl)=[O:56]. The catalyst class is: 1. Product: [CH2:11]([C@H:10]([NH:18][C:19](=[O:29])[O:20][C@@H:21]1[C@H:28]2[C@H:24]([O:25][CH2:26][CH2:27]2)[O:23][CH2:22]1)[C@H:9]([OH:30])[CH2:8][N:7]([CH2:6][C:5]([CH3:43])([CH3:42])[CH2:4][CH2:3][CH2:2][NH:1][C:55]([N:54]([CH3:58])[CH3:53])=[O:56])[S:31]([C:34]1[CH:39]=[CH:38][CH:37]=[C:36]([NH:40][CH3:41])[CH:35]=1)(=[O:33])=[O:32])[C:12]1[CH:17]=[CH:16][CH:15]=[CH:14][CH:13]=1.